Dataset: Catalyst prediction with 721,799 reactions and 888 catalyst types from USPTO. Task: Predict which catalyst facilitates the given reaction. (1) Reactant: C(Cl)(=O)C(Cl)=O.CS(C)=O.[Cl:11][C:12]1[C:19]([CH3:20])=[C:18]([NH:21][C@@H:22]2[CH2:27][CH2:26][O:25][CH2:24][C@H:23]2[OH:28])[CH:17]=[CH:16][C:13]=1[C:14]#[N:15].C(N(CC)CC)C. Product: [Cl:11][C:12]1[C:19]([CH3:20])=[C:18]([NH:21][CH:22]2[CH2:27][CH2:26][O:25][CH2:24][C:23]2=[O:28])[CH:17]=[CH:16][C:13]=1[C:14]#[N:15]. The catalyst class is: 317. (2) Reactant: [Br:1]P(Br)Br.O[CH:6]([C:8]1[CH:9]=[C:10]([C:25]([O:27][CH3:28])=[O:26])[CH:11]=[C:12]2[C:17]=1[O:16][C:15]([N:18]1[CH2:23][CH2:22][O:21][CH2:20][CH2:19]1)=[CH:14][C:13]2=[O:24])[CH3:7]. Product: [Br:1][CH:6]([C:8]1[CH:9]=[C:10]([C:25]([O:27][CH3:28])=[O:26])[CH:11]=[C:12]2[C:17]=1[O:16][C:15]([N:18]1[CH2:23][CH2:22][O:21][CH2:20][CH2:19]1)=[CH:14][C:13]2=[O:24])[CH3:7]. The catalyst class is: 2. (3) Reactant: Cl[C:2]1[N:3]=[C:4]2[CH:9]=[N:8][C:7]([S:10]([N:13]([CH2:49][CH2:50][C:51]([CH3:54])([CH3:53])[CH3:52])[C@@H:14]([C:17]3[S:21][C:20]([C@@H:22]([NH:27][C:28](=[O:48])[C@H:29]([CH:35]([C:42]4[CH:47]=[CH:46][CH:45]=[CH:44][CH:43]=4)[C:36]4[CH:41]=[CH:40][CH:39]=[CH:38][CH:37]=4)[NH:30][C:31]([O:33][CH3:34])=[O:32])[C:23]([F:26])([F:25])[F:24])=[CH:19][CH:18]=3)[CH2:15][OH:16])(=[O:12])=[O:11])=[CH:6][N:5]2[CH:55]=1. Product: [CH3:52][C:51]([CH3:54])([CH3:53])[CH2:50][CH2:49][N:13]([S:10]([C:7]1[N:8]=[CH:9][C:4]2[N:5]([CH:55]=[CH:2][N:3]=2)[CH:6]=1)(=[O:12])=[O:11])[C@@H:14]([C:17]1[S:21][C:20]([C@@H:22]([NH:27][C:28](=[O:48])[C@H:29]([CH:35]([C:36]2[CH:37]=[CH:38][CH:39]=[CH:40][CH:41]=2)[C:42]2[CH:47]=[CH:46][CH:45]=[CH:44][CH:43]=2)[NH:30][C:31]([O:33][CH3:34])=[O:32])[C:23]([F:26])([F:24])[F:25])=[CH:19][CH:18]=1)[CH2:15][OH:16]. The catalyst class is: 19. (4) Reactant: [OH-].[Na+].[C:3](#[N:7])[CH2:4][C:5]#[N:6].Cl.[CH3:9][O:10][C:11]1[CH:16]=[CH:15][C:14]([C:17](=O)[CH:18]([NH2:20])[CH3:19])=[CH:13][CH:12]=1.C(#N)C(CC#N)O. Product: [NH2:6][C:5]1[NH:20][C:18]([CH3:19])=[C:17]([C:14]2[CH:15]=[CH:16][C:11]([O:10][CH3:9])=[CH:12][CH:13]=2)[C:4]=1[C:3]#[N:7]. The catalyst class is: 97. (5) Reactant: [CH3:1][O:2][C:3]([NH:5][C:6]1[CH:11]=[CH:10][C:9]([NH:12][CH2:13][C@H:14]2[CH2:19][CH2:18][CH2:17][CH2:16][N:15]2[C:20](OC(C)(C)C)=O)=[C:8]([N+:27]([O-:29])=[O:28])[CH:7]=1)=[O:4].Cl.CC(O)=O.C=O.O.[BH-](OC(C)=O)(OC(C)=O)OC(C)=O.[Na+]. Product: [CH3:20][N:15]1[CH2:16][CH2:17][CH2:18][CH2:19][C@@H:14]1[CH2:13][NH:12][C:9]1[CH:10]=[CH:11][C:6]([NH:5][C:3](=[O:4])[O:2][CH3:1])=[CH:7][C:8]=1[N+:27]([O-:29])=[O:28]. The catalyst class is: 1. (6) Reactant: Br[C:2]1[CH:3]=[C:4]([CH3:8])[CH:5]=[CH:6][CH:7]=1.II.CO[C:13](=[O:26])[CH2:14][NH:15][C:16]([O:18][CH2:19][C:20]1[CH:25]=[CH:24][CH:23]=[CH:22][CH:21]=1)=[O:17]. Product: [OH:26][C:13]([C:2]1[CH:3]=[C:4]([CH3:8])[CH:5]=[CH:6][CH:7]=1)([C:2]1[CH:3]=[C:4]([CH3:8])[CH:5]=[CH:6][CH:7]=1)[CH2:14][NH:15][C:16](=[O:17])[O:18][CH2:19][C:20]1[CH:21]=[CH:22][CH:23]=[CH:24][CH:25]=1. The catalyst class is: 27. (7) Reactant: [CH3:1][N:2]1[C:7]2[N:8]([CH3:15])[CH:9]=[C:10]([CH2:11][C:12]([OH:14])=O)[C:6]=2[C:5](=[O:16])[N:4]([CH3:17])[C:3]1=[O:18].[F:19][C:20]1[CH:21]=[C:22]([C:30]2[N:31]=[C:32]([NH2:35])[S:33][CH:34]=2)[CH:23]=[CH:24][C:25]=1[C:26]([F:29])([F:28])[F:27].CCN=C=NCCCN(C)C.Cl.C1C=CC2N(O)N=NC=2C=1. Product: [F:19][C:20]1[CH:21]=[C:22]([C:30]2[N:31]=[C:32]([NH:35][C:12](=[O:14])[CH2:11][C:10]3[C:6]4[C:5](=[O:16])[N:4]([CH3:17])[C:3](=[O:18])[N:2]([CH3:1])[C:7]=4[N:8]([CH3:15])[CH:9]=3)[S:33][CH:34]=2)[CH:23]=[CH:24][C:25]=1[C:26]([F:29])([F:27])[F:28]. The catalyst class is: 864.